From a dataset of Peptide-MHC class I binding affinity with 185,985 pairs from IEDB/IMGT. Regression. Given a peptide amino acid sequence and an MHC pseudo amino acid sequence, predict their binding affinity value. This is MHC class I binding data. The binding affinity (normalized) is 0.0847. The MHC is HLA-A26:01 with pseudo-sequence HLA-A26:01. The peptide sequence is LPWFLDTTI.